This data is from Forward reaction prediction with 1.9M reactions from USPTO patents (1976-2016). The task is: Predict the product of the given reaction. (1) Given the reactants [N:1]1([C:7]2[N:8]=[C:9]([CH2:14][C:15]([O-:17])=O)[NH:10][C:11](=[O:13])[CH:12]=2)[CH2:6][CH2:5][O:4][CH2:3][CH2:2]1.[Na+].C([N:26]1[C:34]2[C:29](=[CH:30][CH:31]=[C:32]([NH2:35])[CH:33]=2)[CH:28]=[N:27]1)(OC(C)(C)C)=O, predict the reaction product. The product is: [NH:26]1[C:34]2[C:29](=[CH:30][CH:31]=[C:32]([NH:35][C:15](=[O:17])[CH2:14][C:9]3[NH:10][C:11](=[O:13])[CH:12]=[C:7]([N:1]4[CH2:2][CH2:3][O:4][CH2:5][CH2:6]4)[N:8]=3)[CH:33]=2)[CH:28]=[N:27]1. (2) Given the reactants [CH2:1]([CH:3]=[C:4]([CH3:15])[C:5]([O:7][O:8][C:9]1[CH:14]=[CH:13][CH:12]=[CH:11][CH:10]=1)=[O:6])[CH3:2].[C:16]([OH:21])(=[O:20])[C:17]([CH3:19])=[CH2:18].[C:22]([O:27][CH3:28])(=[O:26])[C:23]([CH3:25])=[CH2:24], predict the reaction product. The product is: [CH2:1]([CH:3]=[C:4]([CH3:15])[C:5]([O:7][O:8][C:9]1[CH:10]=[CH:11][CH:12]=[CH:13][CH:14]=1)=[O:6])[CH3:2].[CH3:28][O:27][C:22](=[O:26])[C:23]([CH3:25])=[CH2:24].[C:16]([O-:21])(=[O:20])[C:17]([CH3:19])=[CH2:18]. (3) Given the reactants BrC1C(=O)[O:4][C:5]2[C:10](C=1C)=[CH:9]C=[C:7]([OH:13])[CH:6]=2.[N:15]1[CH:20]=[CH:19][CH:18]=[CH:17][CH:16]=1.[O:21](C(C(F)(F)F)=O)C(C(F)(F)F)=O, predict the reaction product. The product is: [OH:4][C:5]1[CH:10]=[CH:9][C:20]2[NH:15][C:16](=[O:21])[CH:17]=[CH:18][C:19]=2[C:6]=1[CH:7]=[O:13]. (4) Given the reactants [NH2:1][CH2:2][C@@H:3]1[O:7][C@H:6]2[C@H:8]([O:13][CH2:14][C:15]3[CH:20]=[CH:19][CH:18]=[CH:17][CH:16]=3)[C@@H:9]([CH2:11][OH:12])[O:10][C@H:5]2[CH2:4]1.CCN(CC)CC.[C:28](Cl)(=[O:31])[CH:29]=[CH2:30], predict the reaction product. The product is: [CH2:14]([O:13][C@@H:8]1[C@@H:9]([CH2:11][OH:12])[O:10][C@H:5]2[CH2:4][C@H:3]([CH2:2][NH:1][C:28](=[O:31])[CH:29]=[CH2:30])[O:7][C@@H:6]12)[C:15]1[CH:20]=[CH:19][CH:18]=[CH:17][CH:16]=1.